This data is from Reaction yield outcomes from USPTO patents with 853,638 reactions. The task is: Predict the reaction yield, written as a fraction of the theoretical maximum amount of product (1.0 means a 100% yield; for example, 0.34 means a 34% yield). (1) The reactants are [F:1][C:2]([F:19])([F:18])[C:3](=O)[CH2:4][C:5]([C:7]1[CH:12]=[CH:11][C:10]([C:13]([F:16])([F:15])[F:14])=[CH:9][CH:8]=1)=O.[CH2:20]([O:22][C:23]([C:25]1[N:26]=[CH:27][NH:28][C:29]=1[NH2:30])=[O:24])[CH3:21]. The yield is 0.430. The product is [CH2:20]([O:22][C:23]([C:25]1[N:26]=[CH:27][N:28]2[C:3]([C:2]([F:19])([F:18])[F:1])=[CH:4][C:5]([C:7]3[CH:12]=[CH:11][C:10]([C:13]([F:16])([F:15])[F:14])=[CH:9][CH:8]=3)=[N:30][C:29]=12)=[O:24])[CH3:21]. The catalyst is C(O)(=O)C. (2) The reactants are [CH3:1][C:2]([CH3:22])([CH2:8][C:9]1[CH:14]=[CH:13][C:12]([N+:15]([O-])=O)=[CH:11][C:10]=1[C:18]([F:21])([F:20])[F:19])[C:3]([O:5][CH2:6][CH3:7])=[O:4]. The catalyst is CO.[Pd]. The product is [NH2:15][C:12]1[CH:13]=[CH:14][C:9]([CH2:8][C:2]([CH3:1])([CH3:22])[C:3]([O:5][CH2:6][CH3:7])=[O:4])=[C:10]([C:18]([F:19])([F:20])[F:21])[CH:11]=1. The yield is 0.840. (3) The reactants are [F:1][C:2]1[CH:3]=[C:4]([CH:40]=[CH:41][CH:42]=1)[CH2:5][N:6]1[CH:10]=[C:9]([C:11]2[C:19]3[C:14](=[N:15][CH:16]=[C:17]([C:20]4[CH:25]=[CH:24][C:23]([NH:26][CH:27]5[CH2:32][CH2:31][N:30](C(OC(C)(C)C)=O)[CH2:29][CH2:28]5)=[CH:22][CH:21]=4)[CH:18]=3)[NH:13][CH:12]=2)[CH:8]=[N:7]1. The catalyst is CO.CCOCC.Cl. The product is [F:1][C:2]1[CH:3]=[C:4]([CH:40]=[CH:41][CH:42]=1)[CH2:5][N:6]1[CH:10]=[C:9]([C:11]2[C:19]3[C:14](=[N:15][CH:16]=[C:17]([C:20]4[CH:21]=[CH:22][C:23]([NH:26][CH:27]5[CH2:28][CH2:29][NH:30][CH2:31][CH2:32]5)=[CH:24][CH:25]=4)[CH:18]=3)[NH:13][CH:12]=2)[CH:8]=[N:7]1. The yield is 0.754. (4) The reactants are FC(F)(F)C(O)=O.[Cl:8][C:9]1[C:10]([C:30]2[C:38]3[C:33](=[CH:34][CH:35]=[CH:36][CH:37]=3)[N:32]([S:39]([C:42]3[CH:47]=[CH:46][CH:45]=[CH:44][CH:43]=3)(=[O:41])=[O:40])[CH:31]=2)=[N:11][C:12]([NH:15][CH2:16][CH:17]2[CH2:22][CH2:21][CH2:20][N:19](C(OC(C)(C)C)=O)[CH2:18]2)=[N:13][CH:14]=1. The catalyst is C(Cl)Cl. The product is [Cl:8][C:9]1[C:10]([C:30]2[C:38]3[C:33](=[CH:34][CH:35]=[CH:36][CH:37]=3)[N:32]([S:39]([C:42]3[CH:47]=[CH:46][CH:45]=[CH:44][CH:43]=3)(=[O:41])=[O:40])[CH:31]=2)=[N:11][C:12]([NH:15][CH2:16][CH:17]2[CH2:22][CH2:21][CH2:20][NH:19][CH2:18]2)=[N:13][CH:14]=1. The yield is 1.00. (5) The reactants are [C@H:1]12[CH2:7][C@H:6]1[CH2:5][C@@H:4]([CH2:8][NH:9][C:10]1[CH:15]=[CH:14][C:13]([C:16]([F:19])([F:18])[F:17])=[CH:12][N:11]=1)[NH:3][CH2:2]2.[CH2:20]([O:22][C:23]1[C:24]([C:30](O)=[O:31])=[N:25][C:26]([CH3:29])=[CH:27][CH:28]=1)[CH3:21]. No catalyst specified. The product is [CH2:20]([O:22][C:23]1[C:24]([C:30]([N:3]2[C@H:4]([CH2:8][NH:9][C:10]3[CH:15]=[CH:14][C:13]([C:16]([F:19])([F:17])[F:18])=[CH:12][N:11]=3)[CH2:5][C@H:6]3[C@H:1]([CH2:7]3)[CH2:2]2)=[O:31])=[N:25][C:26]([CH3:29])=[CH:27][CH:28]=1)[CH3:21]. The yield is 0.920. (6) The reactants are [NH2:1][S:2]([C:5]1[CH:6]=[C:7]([CH:11]=[CH:12][CH:13]=1)[C:8]([OH:10])=[O:9])(=[O:4])=[O:3].S(Cl)(Cl)=O.[CH3:18]O. No catalyst specified. The product is [NH2:1][S:2]([C:5]1[CH:6]=[C:7]([CH:11]=[CH:12][CH:13]=1)[C:8]([O:10][CH3:18])=[O:9])(=[O:3])=[O:4]. The yield is 0.730. (7) The reactants are [CH3:1][C:2]1([CH3:26])[CH2:11][CH2:10][C:9]2[CH2:8][N:7](N3CCSCC3)[C:6]3[S:18]C4C(=O)NC=[N:21][C:20]=4[C:5]=3[C:4]=2[CH2:3]1.[CH3:27][N:28]1[CH2:33][CH2:32][NH:31][CH2:30][CH2:29]1. The catalyst is C(O)C. The product is [SH:18][C:6]1[N:7]=[C:8]([N:31]2[CH2:32][CH2:33][N:28]([CH3:27])[CH2:29][CH2:30]2)[C:9]2[CH2:10][CH2:11][C:2]([CH3:1])([CH3:26])[CH2:3][C:4]=2[C:5]=1[C:20]#[N:21]. The yield is 0.710. (8) The reactants are [NH2:1][C:2]1[C:11]([N+:12]([O-])=O)=[CH:10][CH:9]=[CH:8][C:3]=1[C:4]([O:6][CH3:7])=[O:5]. The catalyst is CO.[Pd]. The product is [NH2:1][C:2]1[C:11]([NH2:12])=[CH:10][CH:9]=[CH:8][C:3]=1[C:4]([O:6][CH3:7])=[O:5]. The yield is 0.910.